This data is from Forward reaction prediction with 1.9M reactions from USPTO patents (1976-2016). The task is: Predict the product of the given reaction. (1) Given the reactants [CH:1]([N:4]1[C:8]([C:9]2[N:10]=[C:11]3[C:17]4[CH:18]=[C:19]([S:23]([CH:25]5[CH2:30][CH2:29][N:28]([CH:31]([CH3:33])[CH3:32])[CH2:27][CH2:26]5)=[O:24])[C:20]([CH3:22])=[CH:21][C:16]=4[O:15][CH2:14][CH2:13][N:12]3[CH:34]=2)=[N:7][C:6]([CH3:35])=[N:5]1)([CH3:3])[CH3:2].C(O)(C(F)(F)F)=[O:37].C1C=C(Cl)C=C(C(OO)=O)C=1, predict the reaction product. The product is: [CH:1]([N:4]1[C:8]([C:9]2[N:10]=[C:11]3[C:17]4[CH:18]=[C:19]([S:23]([CH:25]5[CH2:30][CH2:29][N:28]([CH:31]([CH3:33])[CH3:32])[CH2:27][CH2:26]5)(=[O:37])=[O:24])[C:20]([CH3:22])=[CH:21][C:16]=4[O:15][CH2:14][CH2:13][N:12]3[CH:34]=2)=[N:7][C:6]([CH3:35])=[N:5]1)([CH3:2])[CH3:3]. (2) Given the reactants Br[C:2]1[CH:7]=[CH:6][C:5]([C:8]2[O:12][N:11]=[C:10]([CH3:13])[C:9]=2[CH:14]([C:16]2[N:17]=[N:18][N:19]([CH2:21][C:22]3[CH:27]=[CH:26][CH:25]=[C:24]([C:28]([F:31])([F:30])[F:29])[CH:23]=3)[CH:20]=2)[OH:15])=[CH:4][CH:3]=1.CC1(C)C(C)(C)OB([C:40]2[CH:45]=[CH:44][C:43]([C:46]3([C:49]([NH:51][S:52]([CH3:55])(=[O:54])=[O:53])=[O:50])[CH2:48][CH2:47]3)=[CH:42][CH:41]=2)O1, predict the reaction product. The product is: [OH:15][CH:14]([C:16]1[N:17]=[N:18][N:19]([CH2:21][C:22]2[CH:27]=[CH:26][CH:25]=[C:24]([C:28]([F:31])([F:30])[F:29])[CH:23]=2)[CH:20]=1)[C:9]1[C:10]([CH3:13])=[N:11][O:12][C:8]=1[C:5]1[CH:6]=[CH:7][C:2]([C:40]2[CH:41]=[CH:42][C:43]([C:46]3([C:49]([NH:51][S:52]([CH3:55])(=[O:54])=[O:53])=[O:50])[CH2:48][CH2:47]3)=[CH:44][CH:45]=2)=[CH:3][CH:4]=1. (3) Given the reactants [F:1][C:2]1[C:7]([F:8])=[C:6](OS(C(F)(F)F)(=O)=O)[CH:5]=[CH:4][C:3]=1[C:17]1[S:21][C:20]([N:22]2[CH2:25][C:24]3([CH2:30][CH2:29][N:28]([C:31]([O:33][C:34]([CH3:37])([CH3:36])[CH3:35])=[O:32])[CH2:27][CH2:26]3)[CH2:23]2)=[N:19][N:18]=1.CC1(C)C(C)(C)OB([C:46]2[CH:47]=[N:48][NH:49][CH:50]=2)O1.C([O-])([O-])=O.[Na+].[Na+], predict the reaction product. The product is: [F:1][C:2]1[C:7]([F:8])=[C:6]([C:46]2[CH:47]=[N:48][NH:49][CH:50]=2)[CH:5]=[CH:4][C:3]=1[C:17]1[S:21][C:20]([N:22]2[CH2:25][C:24]3([CH2:30][CH2:29][N:28]([C:31]([O:33][C:34]([CH3:35])([CH3:37])[CH3:36])=[O:32])[CH2:27][CH2:26]3)[CH2:23]2)=[N:19][N:18]=1.